This data is from Reaction yield outcomes from USPTO patents with 853,638 reactions. The task is: Predict the reaction yield, written as a fraction of the theoretical maximum amount of product (1.0 means a 100% yield; for example, 0.34 means a 34% yield). (1) The reactants are [NH2:1][C:2]1[C:3]([C:9]([O:11]C)=O)=[N:4][C:5]([Br:8])=[CH:6][N:7]=1.[CH3:13][NH2:14]. No catalyst specified. The product is [NH2:1][C:2]1[C:3]([C:9]([NH:14][CH3:13])=[O:11])=[N:4][C:5]([Br:8])=[CH:6][N:7]=1. The yield is 0.900. (2) The reactants are CO[C:3]([C:5]1[CH:10]=[CH:9][N:8]=[C:7]([NH2:11])[CH:6]=1)=[O:4].[CH3:12][Li]. The catalyst is C1COCC1. The product is [NH2:11][C:7]1[CH:6]=[C:5]([C:3](=[O:4])[CH3:12])[CH:10]=[CH:9][N:8]=1. The yield is 0.200. (3) The reactants are C[O:2][C:3](=[O:34])[CH2:4][C@@H:5]([N:17]1[CH2:25][C:24]2[C:19](=[C:20]([NH:27][C:28]([CH:30]3[CH2:32][CH2:31]3)=[O:29])[CH:21]=[CH:22][C:23]=2[Cl:26])[C:18]1=[O:33])[C:6]1[CH:11]=[CH:10][C:9]([O:12][CH3:13])=[C:8]([O:14][CH2:15][CH3:16])[CH:7]=1.[OH-].[Na+].O. The catalyst is C1COCC1. The product is [Cl:26][C:23]1[CH:22]=[CH:21][C:20]([NH:27][C:28]([CH:30]2[CH2:31][CH2:32]2)=[O:29])=[C:19]2[C:24]=1[CH2:25][N:17]([C@@H:5]([C:6]1[CH:11]=[CH:10][C:9]([O:12][CH3:13])=[C:8]([O:14][CH2:15][CH3:16])[CH:7]=1)[CH2:4][C:3]([OH:34])=[O:2])[C:18]2=[O:33]. The yield is 0.990. (4) The product is [NH2:7][C:21]1[N:22]([CH3:25])[C:23](=[O:24])[C:17]2([N:20]=1)[C:18]1[C:13](=[CH:12][CH:11]=[C:10]([Br:9])[CH:19]=1)[CH2:14][CH2:15][CH2:16]2. The yield is 0.490. The catalyst is CO.C1COCC1.[Cl-].[Na+].O. The reactants are C(OO)(C)(C)C.[NH4+:7].[OH-].[Br:9][C:10]1[CH:19]=[C:18]2[C:13]([CH2:14][CH2:15][CH2:16][C:17]32[C:23](=[O:24])[N:22]([CH3:25])[C:21](=S)[NH:20]3)=[CH:12][CH:11]=1. (5) The yield is 0.840. The reactants are [CH2:1]([C:3]1[CH:8]=[CH:7][N:6]2[N:9]=[CH:10][CH:11]=[C:5]2[CH:4]=1)[CH3:2].C1C(=O)N([Br:19])C(=O)C1.O. The catalyst is ClCCl. The product is [Br:19][C:11]1[CH:10]=[N:9][N:6]2[CH:7]=[CH:8][C:3]([CH2:1][CH3:2])=[CH:4][C:5]=12. (6) The reactants are [Cl:1][C:2]1[CH:3]=[C:4]([CH2:9][OH:10])[CH:5]=[N:6][C:7]=1[Cl:8].C[N+]1([O-])CCOCC1. The catalyst is C(Cl)Cl. The product is [Cl:1][C:2]1[CH:3]=[C:4]([CH:9]=[O:10])[CH:5]=[N:6][C:7]=1[Cl:8]. The yield is 0.220. (7) The reactants are Cl[S:2]([NH:5][C:6](=[O:11])[O:7][CH2:8][CH2:9]Cl)(=[O:4])=[O:3].[CH2:12]([C@H:14]1[C@@H:18]([C:19]2[N:23]3[C:24]4[CH:30]=[CH:29][N:28]([S:31]([C:34]5[CH:40]=[CH:39][C:37]([CH3:38])=[CH:36][CH:35]=5)(=[O:33])=[O:32])[C:25]=4[N:26]=[CH:27][C:22]3=[N:21][N:20]=2)[CH2:17][C@@H:16]([NH2:41])[CH2:15]1)[CH3:13]. The catalyst is C(Cl)Cl. The product is [CH2:12]([C@H:14]1[C@@H:18]([C:19]2[N:23]3[C:24]4[CH:30]=[CH:29][N:28]([S:31]([C:34]5[CH:35]=[CH:36][C:37]([CH3:38])=[CH:39][CH:40]=5)(=[O:33])=[O:32])[C:25]=4[N:26]=[CH:27][C:22]3=[N:21][N:20]=2)[CH2:17][C@@H:16]([NH:41][S:2]([N:5]2[CH2:9][CH2:8][O:7][C:6]2=[O:11])(=[O:4])=[O:3])[CH2:15]1)[CH3:13]. The yield is 0.650. (8) The reactants are [CH:1]1([NH:6][C:7]2[N:12]3[N:13]=[C:14]([C:23]4[CH:28]=[CH:27][C:26]([F:29])=[CH:25][CH:24]=4)[C:15]([C:16](=O)/[CH:17]=[CH:18]/N(C)C)=[C:11]3[CH:10]=[CH:9][CH:8]=2)[CH2:5][CH2:4][CH2:3][CH2:2]1.Cl.[CH:31]1([NH:36][C:37]([NH2:39])=[NH:38])[CH2:35][CH2:34][CH2:33][CH2:32]1.CC(C)([O-])C.[K+].CCOCC. The catalyst is O1CCCC1.O. The product is [CH:1]1([NH:6][C:7]2[N:12]3[N:13]=[C:14]([C:23]4[CH:28]=[CH:27][C:26]([F:29])=[CH:25][CH:24]=4)[C:15]([C:16]4[CH:17]=[CH:18][N:39]=[C:37]([NH:36][CH:31]5[CH2:35][CH2:34][CH2:33][CH2:32]5)[N:38]=4)=[C:11]3[CH:10]=[CH:9][CH:8]=2)[CH2:2][CH2:3][CH2:4][CH2:5]1. The yield is 0.910.